Dataset: Reaction yield outcomes from USPTO patents with 853,638 reactions. Task: Predict the reaction yield, written as a fraction of the theoretical maximum amount of product (1.0 means a 100% yield; for example, 0.34 means a 34% yield). (1) The reactants are Br[C:2]1[CH:7]=[CH:6][C:5]([Cl:8])=[C:4]([CH3:9])[C:3]=1[F:10].C([Mg]Cl)(C)C.C(O[B:20]1[O:24][C:23]([CH3:26])([CH3:25])[C:22]([CH3:28])([CH3:27])[O:21]1)(C)C. The catalyst is O1CCCC1. The product is [Cl:8][C:5]1[CH:6]=[CH:7][C:2]([B:20]2[O:24][C:23]([CH3:26])([CH3:25])[C:22]([CH3:28])([CH3:27])[O:21]2)=[C:3]([F:10])[C:4]=1[CH3:9]. The yield is 0.850. (2) The reactants are C1C=CC(P(C2C=CC=CC=2)C2C=CC=CC=2)=CC=1.CC(OC(/N=N/C(OC(C)C)=O)=O)C.[Br:34][CH2:35][CH2:36][OH:37].[Br:38][C:39]1[N:44]=[C:43]([N+:45]([O-:47])=[O:46])[C:42](O)=[CH:41][CH:40]=1. The catalyst is C1COCC1. The product is [Br:38][C:39]1[N:44]=[C:43]([N+:45]([O-:47])=[O:46])[C:42]([O:37][CH2:36][CH2:35][Br:34])=[CH:41][CH:40]=1. The yield is 0.800. (3) The reactants are S(=O)(=O)(O)O.[CH3:6][O:7][C:8]1[CH:9]=[C:10]([CH:13]=[C:14]([O:18][CH3:19])[C:15]=1[O:16][CH3:17])C=O.OO.[OH-].[Na+].S([O-])([O-])=[O:25].[Na+].[Na+]. The catalyst is CCOC(C)=O.CCCCCC.CO. The product is [CH3:6][O:7][C:8]1[CH:9]=[C:10]([OH:25])[CH:13]=[C:14]([O:18][CH3:19])[C:15]=1[O:16][CH3:17]. The yield is 0.580. (4) The reactants are CC1N=C(C[P:8](=[O:15])([O:12][CH2:13][CH3:14])[O:9][CH2:10][CH3:11])ON=1.Cl[CH2:17][C:18]1[N:22]([CH3:23])[C:21]2[CH:24]=[CH:25][CH:26]=[CH:27][C:20]=2[N:19]=1. No catalyst specified. The product is [CH3:23][N:22]1[C:21]2[CH:24]=[CH:25][CH:26]=[CH:27][C:20]=2[N:19]=[C:18]1[CH2:17][P:8](=[O:15])([O:12][CH2:13][CH3:14])[O:9][CH2:10][CH3:11]. The yield is 1.00. (5) The reactants are BrCC1[CH:8]=[CH:7][C:6]([C:9]#[C:10][C:11]2[CH:16]=[CH:15][C:14]([CH2:17][C:18]([O:20][CH3:21])=[O:19])=[CH:13][CH:12]=2)=[CH:5][C:4]=1C(C)C.[C:25]([N:28]1[CH:32]=[CH:31][N:30]=[CH:29]1)(=O)[CH3:26].[C:33]([O-])([O-])=O.[Na+].[Na+].[CH3:39][C:40]#N. The catalyst is O. The product is [N:28]1([C:25]2[CH:4]=[CH:5][C:6]([C:9]#[C:10][C:11]3[CH:12]=[CH:13][C:14]([CH2:17][C:18]([O:20][CH3:21])=[O:19])=[CH:15][CH:16]=3)=[C:7]([CH3:8])[C:26]=2[CH:40]([CH3:39])[CH3:33])[CH:32]=[CH:31][N:30]=[CH:29]1. The yield is 0.580. (6) The reactants are [F:1][C:2]([F:27])([F:26])[C:3]1[CH:4]=[CH:5][C:6]([O:16][CH2:17][C:18]2[CH:23]=[CH:22][C:21]([O:24][CH3:25])=[CH:20][CH:19]=2)=[C:7]([C:9](=O)[CH2:10][CH2:11][C:12](=O)[CH3:13])[CH:8]=1.[CH2:28]([O:30][C:31](=[O:39])[C:32]1[CH:37]=[CH:36][CH:35]=[C:34]([NH2:38])[CH:33]=1)[CH3:29]. No catalyst specified. The product is [CH2:28]([O:30][C:31](=[O:39])[C:32]1[CH:37]=[CH:36][CH:35]=[C:34]([N:38]2[C:12]([CH3:13])=[CH:11][CH:10]=[C:9]2[C:7]2[CH:8]=[C:3]([C:2]([F:27])([F:26])[F:1])[CH:4]=[CH:5][C:6]=2[O:16][CH2:17][C:18]2[CH:23]=[CH:22][C:21]([O:24][CH3:25])=[CH:20][CH:19]=2)[CH:33]=1)[CH3:29]. The yield is 0.250. (7) The reactants are [NH2:1][C:2]1[CH:7]=[CH:6][CH:5]=[CH:4][C:3]=1[NH:8][C:9]1[N:14]=[CH:13][N:12]=[C:11]([N:15]([CH3:31])[C:16]([NH:18][C:19]2[C:24]([Cl:25])=[C:23]([O:26][CH3:27])[CH:22]=[C:21]([O:28][CH3:29])[C:20]=2[Cl:30])=[O:17])[CH:10]=1.C(N(CC)CC)C.[Cl:39]/[CH:40]=[CH:41]/[C:42](O)=[O:43].C(Cl)Cl.C(P1(=O)OP(=O)(CCC)OP(=O)(CCC)O1)CC. No catalyst specified. The product is [Cl:39]/[CH:40]=[CH:41]/[C:42]([NH:1][C:2]1[CH:7]=[CH:6][CH:5]=[CH:4][C:3]=1[NH:8][C:9]1[CH:10]=[C:11]([N:15]([CH3:31])[C:16]([NH:18][C:19]2[C:20]([Cl:30])=[C:21]([O:28][CH3:29])[CH:22]=[C:23]([O:26][CH3:27])[C:24]=2[Cl:25])=[O:17])[N:12]=[CH:13][N:14]=1)=[O:43]. The yield is 0.610.